This data is from Peptide-MHC class I binding affinity with 185,985 pairs from IEDB/IMGT. The task is: Regression. Given a peptide amino acid sequence and an MHC pseudo amino acid sequence, predict their binding affinity value. This is MHC class I binding data. (1) The peptide sequence is ITNTKSDNI. The MHC is HLA-A02:01 with pseudo-sequence HLA-A02:01. The binding affinity (normalized) is 0. (2) The peptide sequence is NQRRQRKRR. The MHC is Mamu-B03 with pseudo-sequence Mamu-B03. The binding affinity (normalized) is 0.391. (3) The peptide sequence is YQAFRTKVH. The MHC is HLA-B48:01 with pseudo-sequence HLA-B48:01. The binding affinity (normalized) is 0.0847. (4) The peptide sequence is TVFYNIPPM. The MHC is HLA-A24:03 with pseudo-sequence HLA-A24:03. The binding affinity (normalized) is 0.213.